Dataset: Peptide-MHC class II binding affinity with 134,281 pairs from IEDB. Task: Regression. Given a peptide amino acid sequence and an MHC pseudo amino acid sequence, predict their binding affinity value. This is MHC class II binding data. (1) The peptide sequence is AAPEAARSLASSLPG. The MHC is DRB3_0101 with pseudo-sequence DRB3_0101. The binding affinity (normalized) is 0. (2) The peptide sequence is VIDWLVSNQSVRNRQEGLY. The MHC is HLA-DPA10103-DPB10401 with pseudo-sequence HLA-DPA10103-DPB10401. The binding affinity (normalized) is 0.346. (3) The peptide sequence is AFKVAATAANAARAN. The MHC is DRB1_0802 with pseudo-sequence DRB1_0802. The binding affinity (normalized) is 0.893. (4) The peptide sequence is SQDLELSMNLNGLQAY. The MHC is DRB1_0401 with pseudo-sequence DRB1_0401. The binding affinity (normalized) is 0.197. (5) The MHC is HLA-DQA10102-DQB10602 with pseudo-sequence HLA-DQA10102-DQB10602. The peptide sequence is LQGPFNFRFLTEKGMKNVFDDVVPEKYTIG. The binding affinity (normalized) is 0.205. (6) The peptide sequence is VNWEVIIMDEAHFLDHHHHHH. The MHC is HLA-DQA10501-DQB10302 with pseudo-sequence HLA-DQA10501-DQB10302. The binding affinity (normalized) is 0.327.